From a dataset of NCI-60 drug combinations with 297,098 pairs across 59 cell lines. Regression. Given two drug SMILES strings and cell line genomic features, predict the synergy score measuring deviation from expected non-interaction effect. Drug 1: C1CC(=O)NC(=O)C1N2CC3=C(C2=O)C=CC=C3N. Drug 2: C1CN(CCN1C(=O)CCBr)C(=O)CCBr. Cell line: TK-10. Synergy scores: CSS=0.979, Synergy_ZIP=2.23, Synergy_Bliss=2.65, Synergy_Loewe=-5.37, Synergy_HSA=-3.93.